This data is from Catalyst prediction with 721,799 reactions and 888 catalyst types from USPTO. The task is: Predict which catalyst facilitates the given reaction. (1) Reactant: Br[C:2]1[N:3]=[C:4]2[C:10]([C:11]([NH:13][C:14]([CH3:18])([CH3:17])[CH2:15][OH:16])=[O:12])=[CH:9][N:8]([CH2:19][O:20][CH2:21][CH2:22][Si:23]([CH3:26])([CH3:25])[CH3:24])[C:5]2=[N:6][CH:7]=1.[NH:27]1[C:35]2[C:30](=[CH:31][CH:32]=[CH:33][CH:34]=2)[C:29]([CH:36]2[CH2:41][CH2:40][N:39]([C:42]([O:44][C:45]([CH3:48])([CH3:47])[CH3:46])=[O:43])[CH2:38][CH2:37]2)=[N:28]1.CC(C)([O-])C.[Na+]. Product: [OH:16][CH2:15][C:14]([NH:13][C:11]([C:10]1[C:4]2[C:5](=[N:6][CH:7]=[C:2]([N:27]3[C:35]4[C:30](=[CH:31][CH:32]=[CH:33][CH:34]=4)[C:29]([CH:36]4[CH2:41][CH2:40][N:39]([C:42]([O:44][C:45]([CH3:48])([CH3:47])[CH3:46])=[O:43])[CH2:38][CH2:37]4)=[N:28]3)[N:3]=2)[N:8]([CH2:19][O:20][CH2:21][CH2:22][Si:23]([CH3:26])([CH3:25])[CH3:24])[CH:9]=1)=[O:12])([CH3:18])[CH3:17]. The catalyst class is: 12. (2) Reactant: Cl[C:2]1[C:11]2[C:6]3=[C:7]([C:12](=[O:28])[N:13]([C:16]4[C:21]([CH:22]([CH3:24])[CH3:23])=[CH:20][CH:19]=[CH:18][C:17]=4[CH:25]([CH3:27])[CH3:26])[C:14](=[O:15])[C:5]3=[CH:4][CH:3]=1)[CH:8]=[CH:9][CH:10]=2.[CH3:29][C:30]([C:37]1[CH:42]=[CH:41][C:40]([OH:43])=[CH:39][CH:38]=1)([CH3:36])[CH2:31][C:32]([CH3:35])([CH3:34])[CH3:33].C(=O)([O-])[O-].[K+].[K+].CO. Product: [CH:22]([C:21]1[CH:20]=[CH:19][CH:18]=[C:17]([CH:25]([CH3:27])[CH3:26])[C:16]=1[N:13]1[C:12](=[O:28])[C:7]2=[C:6]3[C:11](=[CH:10][CH:9]=[CH:8]2)[C:2]([O:43][C:40]2[CH:41]=[CH:42][C:37]([C:30]([CH2:31][C:32]([CH3:33])([CH3:34])[CH3:35])([CH3:29])[CH3:36])=[CH:38][CH:39]=2)=[CH:3][CH:4]=[C:5]3[C:14]1=[O:15])([CH3:23])[CH3:24]. The catalyst class is: 264. (3) Reactant: [NH2:1][C:2]1[N:3]=[C:4]([Cl:25])[C:5]2[C:10]([CH2:11][CH2:12][OH:13])=[CH:9][N:8]([CH2:14][C:15]3[C:20]([CH3:21])=[C:19]([O:22][CH3:23])[C:18]([CH3:24])=[CH:17][N:16]=3)[C:6]=2[N:7]=1.CCN(CC)CC.[CH3:33][S:34](Cl)(=[O:36])=[O:35]. Product: [NH2:1][C:2]1[N:3]=[C:4]([Cl:25])[C:5]2[C:10]([CH2:11][CH2:12][O:13][S:34]([CH3:33])(=[O:36])=[O:35])=[CH:9][N:8]([CH2:14][C:15]3[C:20]([CH3:21])=[C:19]([O:22][CH3:23])[C:18]([CH3:24])=[CH:17][N:16]=3)[C:6]=2[N:7]=1. The catalyst class is: 1. (4) Reactant: [Br:1][C:2]1[CH:7]=[C:6]([NH2:8])[CH:5]=[C:4]([O:9][CH3:10])[N:3]=1.[OH:11][C:12]1[CH:19]=[CH:18][CH:17]=[CH:16][C:13]=1[CH:14]=O.C(O)(=O)C.C(O[BH-](OC(=O)C)OC(=O)C)(=O)C.[Na+]. Product: [Br:1][C:2]1[CH:7]=[C:6]([NH:8][CH2:14][C:13]2[CH:16]=[CH:17][CH:18]=[CH:19][C:12]=2[OH:11])[CH:5]=[C:4]([O:9][CH3:10])[N:3]=1. The catalyst class is: 56. (5) Reactant: CN(C)CCN(C)C.[C:9]1([Mg]Br)[CH:14]=[CH:13][CH:12]=[CH:11][CH:10]=1.[O-]S(C(F)(F)F)(=O)=O.C([B+]CCCC)CCC.[CH2:34]([O:41][C:42]([N:44]1[CH2:49][CH2:48][CH:47]([CH:50]=[CH:51][C:52]([N:54]2[C@H:58]([C:59]3[CH:64]=[CH:63][CH:62]=[CH:61][CH:60]=3)[C@H:57]([CH3:65])[N:56]([CH3:66])[C:55]2=[O:67])=[O:53])[CH2:46][CH2:45]1)=[O:43])[C:35]1[CH:40]=[CH:39][CH:38]=[CH:37][CH:36]=1. Product: [C:9]1([CH:50]([CH:47]2[CH2:48][CH2:49][N:44]([C:42]([O:41][CH2:34][C:35]3[CH:40]=[CH:39][CH:38]=[CH:37][CH:36]=3)=[O:43])[CH2:45][CH2:46]2)[CH2:51][C:52]([N:54]2[C@H:58]([C:59]3[CH:60]=[CH:61][CH:62]=[CH:63][CH:64]=3)[C@H:57]([CH3:65])[N:56]([CH3:66])[C:55]2=[O:67])=[O:53])[CH:14]=[CH:13][CH:12]=[CH:11][CH:10]=1. The catalyst class is: 1.